From a dataset of Forward reaction prediction with 1.9M reactions from USPTO patents (1976-2016). Predict the product of the given reaction. (1) The product is: [CH:1]1([C:7]2[C:15]3[C:10](=[CH:11][C:12]([C:16]([OH:18])=[O:17])=[CH:13][CH:14]=3)[CH:9]([CH2:20][CH2:21][C:22](=[O:35])[N:23]3[CH2:24][CH2:25][CH:26]([N:29]4[CH2:33][CH2:32][CH2:31][C:30]4=[O:34])[CH2:27][CH2:28]3)[C:8]=2[C:36]2[CH:37]=[CH:38][CH:39]=[CH:40][CH:41]=2)[CH2:2][CH2:3][CH2:4][CH2:5][CH2:6]1. Given the reactants [CH:1]1([C:7]2[C:15]3[C:10](=[CH:11][C:12]([C:16]([O:18]C)=[O:17])=[CH:13][CH:14]=3)[CH:9]([CH2:20][CH2:21][C:22](=[O:35])[N:23]3[CH2:28][CH2:27][CH:26]([N:29]4[CH2:33][CH2:32][CH2:31][C:30]4=[O:34])[CH2:25][CH2:24]3)[C:8]=2[C:36]2[CH:41]=[CH:40][CH:39]=[CH:38][CH:37]=2)[CH2:6][CH2:5][CH2:4][CH2:3][CH2:2]1.CO.[OH-].[Na+].Cl, predict the reaction product. (2) Given the reactants [S:1]1[CH:5]=[CH:4][CH:3]=[C:2]1[C:6]1[N:11]=[C:10]([C:12]#[N:13])[CH:9]=[CH:8][CH:7]=1.[C:14](OC)(=[O:22])[C:15]1[C:16](=[CH:18][CH:19]=[CH:20][CH:21]=1)[SH:17].C(N(CC)CC)C, predict the reaction product. The product is: [S:1]1[CH:5]=[CH:4][CH:3]=[C:2]1[C:6]1[N:11]=[C:10]([C:12]2[S:17][C:16]3[CH:18]=[CH:19][CH:20]=[CH:21][C:15]=3[C:14](=[O:22])[N:13]=2)[CH:9]=[CH:8][CH:7]=1.